This data is from Full USPTO retrosynthesis dataset with 1.9M reactions from patents (1976-2016). The task is: Predict the reactants needed to synthesize the given product. Given the product [CH3:1][C:2]1[CH:31]=[CH:30][C:5]([C:6]([NH:8][C:9]2[C:22]3[C:21](=[O:23])[C:20]4[C:15](=[CH:16][CH:17]=[CH:18][CH:19]=4)[C:14](=[O:24])[C:13]=3[CH:12]=[CH:11][C:10]=2[NH:25][C:26](=[O:29])[CH2:27][N:41]2[CH2:46][CH2:45][S:44][CH2:43][CH2:42]2)=[O:7])=[CH:4][CH:3]=1, predict the reactants needed to synthesize it. The reactants are: [CH3:1][C:2]1[CH:31]=[CH:30][C:5]([C:6]([NH:8][C:9]2[C:22]3[C:21](=[O:23])[C:20]4[C:15](=[CH:16][CH:17]=[CH:18][CH:19]=4)[C:14](=[O:24])[C:13]=3[CH:12]=[CH:11][C:10]=2[NH:25][C:26](=[O:29])[CH2:27]Cl)=[O:7])=[CH:4][CH:3]=1.CCN(C(C)C)C(C)C.[NH:41]1[CH2:46][CH2:45][S:44][CH2:43][CH2:42]1.C(OCC)(=O)C.